Dataset: Forward reaction prediction with 1.9M reactions from USPTO patents (1976-2016). Task: Predict the product of the given reaction. (1) Given the reactants C([C:3]1[CH:4]=[C:5]([CH2:9][C:10]([O:12][CH2:13][CH3:14])=[O:11])[CH:6]=[CH:7][CH:8]=1)=O.[CH3:15][C:16](=[N:20]O)C(=O)C.[ClH:22].[C:23]([O:26][CH2:27][CH3:28])(=O)C, predict the reaction product. The product is: [Cl:22][CH2:15][C:16]1[N:20]=[C:23]([C:8]2[CH:3]=[CH:4][C:5]([CH2:9][C:10]([O:12][CH2:13][CH3:14])=[O:11])=[CH:6][CH:7]=2)[O:26][C:27]=1[CH3:28]. (2) Given the reactants [Na].[CH2:2]([N:9]1[CH:13]([C:14]([OH:16])=O)[CH2:12][CH2:11][S:10]1(=[O:18])=[O:17])[C:3]1[CH:8]=[CH:7][CH:6]=[CH:5][CH:4]=1.[NH2:19][CH:20]([CH2:26][C:27]1[CH:32]=[CH:31][CH:30]=[CH:29][CH:28]=1)[CH:21]([OH:25])[C:22]([NH2:24])=[O:23].O[NH-].O=[N-], predict the reaction product. The product is: [NH2:24][C:22](=[O:23])[C:21](=[O:25])[CH:20]([NH:19][C:14]([CH:13]1[CH2:12][CH2:11][S:10](=[O:18])(=[O:17])[N:9]1[CH2:2][C:3]1[CH:4]=[CH:5][CH:6]=[CH:7][CH:8]=1)=[O:16])[CH2:26][C:27]1[CH:28]=[CH:29][CH:30]=[CH:31][CH:32]=1. (3) Given the reactants [F:1][C:2]1[CH:7]=[C:6]([N+:8]([O-])=O)[CH:5]=[CH:4][C:3]=1[NH:11][C:12]1[C:13]2[CH:20]=[CH:19][N:18]([CH2:21][O:22][CH2:23][CH2:24][Si:25]([CH3:28])([CH3:27])[CH3:26])[C:14]=2[N:15]=[CH:16][CH:17]=1, predict the reaction product. The product is: [F:1][C:2]1[CH:7]=[C:6]([NH2:8])[CH:5]=[CH:4][C:3]=1[NH:11][C:12]1[CH:17]=[CH:16][N:15]=[C:14]2[N:18]([CH2:21][O:22][CH2:23][CH2:24][Si:25]([CH3:28])([CH3:27])[CH3:26])[CH:19]=[CH:20][C:13]=12. (4) The product is: [CH3:24][N:2]([CH3:1])[N:3]=[CH:4][C:5]1[CH:13]=[CH:12][CH:11]=[C:10]2[C:6]=1[C:7](=[O:23])[O:30][C:9]2=[O:14]. Given the reactants [CH3:1][N:2]([CH3:24])[N:3]=[CH:4][C:5]1[CH:13]=[CH:12][CH:11]=[C:10]2[C:6]=1[C:7](=[O:23])N(C1CCC(=O)NC1=O)[C:9]2=[O:14].CN(C)N=CC1[O:30]C=CC=1.FC(F)(F)C(O)=O, predict the reaction product. (5) Given the reactants COP([CH:7]([CH2:12][C:13]([O:15][C:16](C)(C)C)=[O:14])C(OC)=O)(OC)=O.[Li+].C[Si]([N-][Si](C)(C)C)(C)C.[F:30][C:31]([F:67])([F:66])[C:32]1[CH:33]=[C:34]([C@H:42]([O:44][C@H:45]2[CH2:49][N:48]([C:50](OC(C)(C)C)=[O:51])[C@@H:47](C=O)[C@@H:46]2[C:59]2[CH:64]=[CH:63][C:62]([F:65])=[CH:61][CH:60]=2)[CH3:43])[CH:35]=[C:36]([C:38]([F:41])([F:40])[F:39])[CH:37]=1.Cl.[CH3:69]N(C)CCCN=C=NCC.C(N(C(C)C)CC)(C)C, predict the reaction product. The product is: [F:66][C:31]([F:30])([F:67])[C:32]1[CH:33]=[C:34]([C@H:42]([O:44][C@H:45]2[CH2:49][N:48]3[C@@H:47]([CH2:7][C:12]([C:13]([O:15][CH3:16])=[O:14])=[CH:69][C:50]3=[O:51])[C@@H:46]2[C:59]2[CH:64]=[CH:63][C:62]([F:65])=[CH:61][CH:60]=2)[CH3:43])[CH:35]=[C:36]([C:38]([F:41])([F:40])[F:39])[CH:37]=1. (6) The product is: [CH3:13][C:14]([CH3:19])([CH3:18])[C:15]([NH:1][C:2]1[NH:3][C:4](=[O:12])[C:5]2[NH:10][C:9]([CH3:11])=[CH:8][C:6]=2[N:7]=1)=[O:16]. Given the reactants [NH2:1][C:2]1[NH:3][C:4](=[O:12])[C:5]2[NH:10][C:9]([CH3:11])=[CH:8][C:6]=2[N:7]=1.[CH3:13][C:14]([CH3:19])([CH3:18])[C:15](Cl)=[O:16].C(N(CC)CC)C, predict the reaction product. (7) Given the reactants [C:1]([C:4]1[C:12]2[C:7](=[N:8][CH:9]=[CH:10][C:11]=2[O:13][CH3:14])[NH:6][CH:5]=1)(=[O:3])[CH3:2].S(OC)(O[CH3:19])(=O)=O.C([O-])([O-])=O.[K+].[K+], predict the reaction product. The product is: [C:1]([C:4]1[C:12]2[C:7](=[N:8][CH:9]=[CH:10][C:11]=2[O:13][CH3:14])[N:6]([CH3:19])[CH:5]=1)(=[O:3])[CH3:2]. (8) Given the reactants [CH3:1][N:2]1[CH:6]=[C:5]([C:7]2[C:12]3[C:13](=[O:16])[NH:14][CH2:15][C:11]=3[CH:10]=[C:9]([NH:17][C@@H:18]3[CH2:23][CH2:22][CH2:21][CH2:20][C@@H:19]3[NH:24][C:25](=[O:31])[O:26][C:27]([CH3:30])([CH3:29])[CH3:28])[N:8]=2)[CH:4]=[N:3]1.[Cl:32]N1C(=O)CCC1=O.O.C(Cl)(Cl)Cl, predict the reaction product. The product is: [Cl:32][C:10]1[C:11]2[CH2:15][NH:14][C:13](=[O:16])[C:12]=2[C:7]([C:5]2[CH:4]=[N:3][N:2]([CH3:1])[CH:6]=2)=[N:8][C:9]=1[NH:17][C@@H:18]1[CH2:23][CH2:22][CH2:21][CH2:20][C@@H:19]1[NH:24][C:25](=[O:31])[O:26][C:27]([CH3:28])([CH3:30])[CH3:29]. (9) Given the reactants [Cl:1][C:2]1[CH:7]=[C:6]([C:8]([F:11])([F:10])[F:9])[CH:5]=[C:4]([NH2:12])[C:3]=1[NH:13][CH3:14].C1COCC1.Cl.[CH2:21]([S:23][C:24]1[CH:32]=[CH:31][CH:30]=[CH:29][C:25]=1[C:26](O)=O)[CH3:22].C(=O)([O-])O.[Na+], predict the reaction product. The product is: [Cl:1][C:2]1[C:3]2[N:13]([CH3:14])[C:26]([C:25]3[CH:29]=[CH:30][CH:31]=[CH:32][C:24]=3[S:23][CH2:21][CH3:22])=[N:12][C:4]=2[CH:5]=[C:6]([C:8]([F:9])([F:10])[F:11])[CH:7]=1. (10) Given the reactants [C:1]([N:4]1[CH2:9][CH2:8][C:7]2[N:10]([CH:26]3[CH2:31][CH2:30][O:29][CH2:28][CH2:27]3)[N:11]=[C:12]([N:13]3[C:22]4[C:17](=[CH:18][C:19](Br)=[C:20]([C:23]#[N:24])[CH:21]=4)[CH2:16][CH2:15][CH2:14]3)[C:6]=2[CH2:5]1)(=[O:3])[CH3:2].C1(P(C2CCCCC2)C2C=CC=CC=2C2C(C(C)C)=CC(C(C)C)=CC=2C(C)C)CCCCC1.[N:66]1[CH:71]=[CH:70][CH:69]=[C:68](B(O)O)[CH:67]=1.C([O-])([O-])=O.[Na+].[Na+], predict the reaction product. The product is: [C:1]([N:4]1[CH2:9][CH2:8][C:7]2[N:10]([CH:26]3[CH2:31][CH2:30][O:29][CH2:28][CH2:27]3)[N:11]=[C:12]([N:13]3[C:22]4[C:17](=[CH:18][C:19]([C:68]5[CH:67]=[N:66][CH:71]=[CH:70][CH:69]=5)=[C:20]([C:23]#[N:24])[CH:21]=4)[CH2:16][CH2:15][CH2:14]3)[C:6]=2[CH2:5]1)(=[O:3])[CH3:2].